From a dataset of Reaction yield outcomes from USPTO patents with 853,638 reactions. Predict the reaction yield, written as a fraction of the theoretical maximum amount of product (1.0 means a 100% yield; for example, 0.34 means a 34% yield). (1) The reactants are [CH3:1][C:2]1[NH:3][C:4](=[O:14])[CH:5]=[C:6]([CH3:13])[C:7]=1[C:8]([O:10][CH2:11][CH3:12])=[O:9].[H-].[Na+].[CH2:17](I)[CH3:18]. The catalyst is CN(C=O)C. The product is [CH2:17]([O:14][C:4]1[CH:5]=[C:6]([CH3:13])[C:7]([C:8]([O:10][CH2:11][CH3:12])=[O:9])=[C:2]([CH3:1])[N:3]=1)[CH3:18]. The yield is 0.540. (2) The product is [NH2:1][C:2]([C:4]1[CH:5]=[N:6][C:7]2[C:12]([C:13]=1[NH:14][C:15]1[CH:16]=[C:17]([CH:23]=[CH:24][CH:25]=1)[C:18]([O:20][CH2:21][CH3:22])=[O:19])=[CH:11][CH:10]=[C:9]([C:33]1[CH:32]=[CH:31][CH:30]=[C:29]([O:28][CH3:27])[CH:34]=1)[CH:8]=2)=[O:3]. The catalyst is O1CCOCC1.O.C1C=CC([P]([Pd]([P](C2C=CC=CC=2)(C2C=CC=CC=2)C2C=CC=CC=2)([P](C2C=CC=CC=2)(C2C=CC=CC=2)C2C=CC=CC=2)[P](C2C=CC=CC=2)(C2C=CC=CC=2)C2C=CC=CC=2)(C2C=CC=CC=2)C2C=CC=CC=2)=CC=1. The yield is 0.400. The reactants are [NH2:1][C:2]([C:4]1[CH:5]=[N:6][C:7]2[C:12]([C:13]=1[NH:14][C:15]1[CH:16]=[C:17]([CH:23]=[CH:24][CH:25]=1)[C:18]([O:20][CH2:21][CH3:22])=[O:19])=[CH:11][CH:10]=[C:9](Cl)[CH:8]=2)=[O:3].[CH3:27][O:28][C:29]1[CH:30]=[C:31](B(O)O)[CH:32]=[CH:33][CH:34]=1.C(=O)([O-])[O-].[K+].[K+].